From a dataset of Catalyst prediction with 721,799 reactions and 888 catalyst types from USPTO. Predict which catalyst facilitates the given reaction. (1) Reactant: C[O:2][C:3](=[O:22])[CH2:4][C:5]1[CH:10]=[CH:9][C:8]([O:11][C:12]2[C:13]3[CH2:21][CH2:20][CH2:19][C:14]=3[N:15]=[C:16](Cl)[N:17]=2)=[CH:7][CH:6]=1.[F:23][C:24]1[CH:25]=[C:26](B(O)O)[CH:27]=[CH:28][C:29]=1[O:30][CH3:31].C(=O)([O-])[O-].[K+].[K+].[OH-].[Na+]. Product: [F:23][C:24]1[CH:25]=[C:26]([C:16]2[N:17]=[C:12]([O:11][C:8]3[CH:9]=[CH:10][C:5]([CH2:4][C:3]([OH:2])=[O:22])=[CH:6][CH:7]=3)[C:13]3[CH2:21][CH2:20][CH2:19][C:14]=3[N:15]=2)[CH:27]=[CH:28][C:29]=1[O:30][CH3:31]. The catalyst class is: 551. (2) Reactant: OC(C(O)=O)(CC(O)=O)CC(O)=O.[CH3:14][C@@H:15]1[CH2:20][CH2:19][N:18]([C:21](=[O:25])[CH2:22][C:23]#[N:24])[CH2:17][C@@H:16]1[N:26]([CH3:36])[C:27]1[C:28]2[CH:35]=[CH:34][NH:33][C:29]=2[N:30]=[CH:31][N:32]=1.ClCCl.C(=O)([O-])[O-].[Na+].[Na+]. Product: [CH3:14][C@@H:15]1[CH2:20][CH2:19][N:18]([C:21](=[O:25])[CH2:22][C:23]#[N:24])[CH2:17][C@@H:16]1[N:26]([CH3:36])[C:27]1[C:28]2[CH:35]=[CH:34][NH:33][C:29]=2[N:30]=[CH:31][N:32]=1. The catalyst class is: 6.